From a dataset of Full USPTO retrosynthesis dataset with 1.9M reactions from patents (1976-2016). Predict the reactants needed to synthesize the given product. Given the product [O:1]1[C:5]2[CH:6]=[CH:7][C:8]([C:10]3[NH:11][C:12]([NH:31][C:27]4[CH:26]=[C:25]5[C:30](=[CH:29][CH:28]=4)[NH:22][N:23]=[CH:24]5)=[N:13][C:14](=[O:16])[CH:15]=3)=[CH:9][C:4]=2[O:3][CH2:2]1, predict the reactants needed to synthesize it. The reactants are: [O:1]1[C:5]2[CH:6]=[CH:7][C:8]([C:10]3[CH:15]=[C:14]([O:16]C)[N:13]=[C:12](S(C)(=O)=O)[N:11]=3)=[CH:9][C:4]=2[O:3][CH2:2]1.[NH:22]1[C:30]2[C:25](=[CH:26][C:27]([NH2:31])=[CH:28][CH:29]=2)[CH:24]=[N:23]1.Cl.O1CCOCC1.